From a dataset of Forward reaction prediction with 1.9M reactions from USPTO patents (1976-2016). Predict the product of the given reaction. (1) Given the reactants [Br:1][C:2]1[CH:3]=[C:4]2[C:8](=[CH:9][CH:10]=1)[NH:7][C:6](=[O:11])[CH2:5]2.[NH:12]1[C:20]2[C:15](=[CH:16][C:17]([CH:21]=O)=[CH:18][CH:19]=2)[CH:14]=[N:13]1, predict the reaction product. The product is: [NH:12]1[C:20]2[C:15](=[CH:16][C:17](/[CH:21]=[C:5]3/[C:6](=[O:11])[NH:7][C:8]4[C:4]/3=[CH:3][C:2]([Br:1])=[CH:10][CH:9]=4)=[CH:18][CH:19]=2)[CH:14]=[N:13]1. (2) Given the reactants [CH2:1]([O:3][C:4](=[O:28])[CH2:5][NH:6][CH2:7][CH2:8][NH:9][S:10]([C:13]1[S:14][C:15]([C:18]2[CH:23]=[CH:22][C:21]([Cl:24])=[CH:20][C:19]=2[N+:25]([O-:27])=[O:26])=[N:16][N:17]=1)(=[O:12])=[O:11])[CH3:2].[CH2:29]([O:39][C:40]([NH:42][C:43]1[NH:44][C:45](=[O:56])[C:46]2[N:47]=[CH:48][N:49]([CH2:52][C:53](O)=[O:54])[C:50]=2[N:51]=1)=[O:41])[C:30]1[CH:38]=[CH:37][C:36]2[O:35][CH2:34][O:33][C:32]=2[CH:31]=1, predict the reaction product. The product is: [CH2:1]([O:3][C:4](=[O:28])[CH2:5][N:6]([CH2:7][CH2:8][NH:9][S:10]([C:13]1[S:14][C:15]([C:18]2[CH:23]=[CH:22][C:21]([Cl:24])=[CH:20][C:19]=2[N+:25]([O-:27])=[O:26])=[N:16][N:17]=1)(=[O:12])=[O:11])[C:53](=[O:54])[CH2:52][N:49]1[CH:48]=[N:47][C:46]2[C:45](=[O:56])[NH:44][C:43]([NH:42][C:40]([O:39][CH2:29][C:30]3[CH:38]=[CH:37][C:36]4[O:35][CH2:34][O:33][C:32]=4[CH:31]=3)=[O:41])=[N:51][C:50]1=2)[CH3:2]. (3) Given the reactants Cl.[CH3:2][CH:3]([O:5][C:6]1[CH:13]=[CH:12][C:11]([C:14]2[O:18][N:17]=[C:16]([C:19]3[CH:20]=[CH:21][C:22]4[CH2:28][NH:27][CH2:26][CH2:25][CH2:24][C:23]=4[CH:29]=3)[N:15]=2)=[CH:10][C:7]=1[C:8]#[N:9])[CH3:4].C(=O)([O-])[O-].[Cs+].[Cs+].Br[CH2:37][C:38]([O:40][C:41]([CH3:44])([CH3:43])[CH3:42])=[O:39].CCOC(C)=O, predict the reaction product. The product is: [C:8]([C:7]1[CH:10]=[C:11]([C:14]2[O:18][N:17]=[C:16]([C:19]3[CH:20]=[CH:21][C:22]4[CH2:28][N:27]([CH2:37][C:38]([O:40][C:41]([CH3:44])([CH3:43])[CH3:42])=[O:39])[CH2:26][CH2:25][CH2:24][C:23]=4[CH:29]=3)[N:15]=2)[CH:12]=[CH:13][C:6]=1[O:5][CH:3]([CH3:2])[CH3:4])#[N:9]. (4) Given the reactants C(OC([N:8]1[CH2:13][CH2:12][CH:11]([N:14]([CH:21]2[CH2:23][CH2:22]2)[C:15](=[O:20])[C:16]([F:19])([F:18])[F:17])[CH2:10][CH2:9]1)=O)(C)(C)C.Cl, predict the reaction product. The product is: [CH:21]1([N:14]([CH:11]2[CH2:12][CH2:13][NH:8][CH2:9][CH2:10]2)[C:15](=[O:20])[C:16]([F:18])([F:19])[F:17])[CH2:23][CH2:22]1. (5) Given the reactants [CH3:1][O:2][C:3](=[O:20])[CH2:4][CH:5]([NH:9][C:10](=[O:19])[CH2:11][CH2:12][C:13]1[CH:18]=[CH:17][CH:16]=[CH:15][CH:14]=1)[C:6]([OH:8])=O.[C:21](OC(=O)C)(=O)C, predict the reaction product. The product is: [CH3:1][O:2][C:3](=[O:20])[CH2:4][CH:5]([NH:9][C:10](=[O:19])[CH2:11][CH2:12][C:13]1[CH:18]=[CH:17][CH:16]=[CH:15][CH:14]=1)[C:6](=[O:8])[CH3:21]. (6) Given the reactants Cl[C:2]1[N:7]=[C:6](Cl)[CH:5]=[C:4]([CH3:9])[N:3]=1.[NH:10]1[CH2:15][CH2:14][O:13][CH2:12][CH2:11]1.O.[NH2:17][NH2:18], predict the reaction product. The product is: [NH:17]([C:2]1[N:7]=[C:6]([N:10]2[CH2:15][CH2:14][O:13][CH2:12][CH2:11]2)[CH:5]=[C:4]([CH3:9])[N:3]=1)[NH2:18].